Dataset: Forward reaction prediction with 1.9M reactions from USPTO patents (1976-2016). Task: Predict the product of the given reaction. (1) Given the reactants [CH2:1]([C:5]1[CH:13]=[CH:12][C:8]([C:9]([OH:11])=[O:10])=[CH:7][C:6]=1[C:14]([F:17])([F:16])[F:15])[CH:2]([CH3:4])[CH3:3].[CH3:18][Si](C=[N+]=[N-])(C)C, predict the reaction product. The product is: [CH2:1]([C:5]1[CH:13]=[CH:12][C:8]([C:9]([O:11][CH3:18])=[O:10])=[CH:7][C:6]=1[C:14]([F:15])([F:16])[F:17])[CH:2]([CH3:4])[CH3:3]. (2) Given the reactants [CH3:1][C:2](=[CH:4][CH2:5][CH2:6]/[C:7](=[CH:9]/[CH2:10][OH:11])/[CH3:8])[CH3:3].C1(OC)C(=CC=C(C=1)CC=C)O.CC(=CCCC(=CC=O)C)C, predict the reaction product. The product is: [CH:9]1[C:10]([OH:11])=[C:4]([CH:2]([CH3:1])[CH3:3])[CH:5]=[CH:6][C:7]=1[CH3:8]. (3) Given the reactants [Mg].BrCCBr.Br[CH2:7][CH2:8][CH2:9][CH2:10][CH:11]=[CH2:12].[CH:13]1[C:22]2[C:17](=[CH:18][CH:19]=[CH:20][CH:21]=2)[CH:16]=[CH:15][C:14]=1[CH:23]=[O:24], predict the reaction product. The product is: [CH:13]1[C:22]2[C:17](=[CH:18][CH:19]=[CH:20][CH:21]=2)[CH:16]=[CH:15][C:14]=1[CH:23]([OH:24])[CH2:12][CH2:11][CH2:10][CH2:9][CH:8]=[CH2:7]. (4) Given the reactants [OH:1][C@@H:2]([C@H:4]1[C:25](=[O:26])[N:6]2[C@@H:7]([C:12]([O:14][CH2:15][C:16]3[CH:21]=[CH:20][C:19]([N+:22]([O-:24])=[O:23])=[CH:18][CH:17]=3)=[O:13])[C:8](=O)[C@H:9]([CH3:10])[C@H:5]12)[CH3:3].[CH2:27]([S:34][C:35]1[N:36]=[CH:37][N:38]2[CH:42]=[C:41]([Sn](CCCC)(CCCC)CCCC)[S:40][C:39]=12)[C:28]1[CH:33]=[CH:32][CH:31]=[CH:30][CH:29]=1, predict the reaction product. The product is: [CH2:27]([S:34][C:35]1[N:36]=[CH:37][N:38]2[CH:42]=[C:41]([C:8]3[C@H:9]([CH3:10])[C@@H:5]4[C@@H:4]([C@H:2]([OH:1])[CH3:3])[C:25](=[O:26])[N:6]4[C:7]=3[C:12]([O:14][CH2:15][C:16]3[CH:21]=[CH:20][C:19]([N+:22]([O-:24])=[O:23])=[CH:18][CH:17]=3)=[O:13])[S:40][C:39]=12)[C:28]1[CH:29]=[CH:30][CH:31]=[CH:32][CH:33]=1. (5) Given the reactants [C:1]([CH:5]1[N:14]2[C:9](=[CH:10][C:11](=[O:20])[C:12]([C:15]([O:17][CH2:18][CH3:19])=[O:16])=[CH:13]2)[C:8]2[CH:21]=[C:22]([O:26][CH3:27])[C:23]([OH:25])=[CH:24][C:7]=2[CH2:6]1)([CH3:4])([CH3:3])[CH3:2].Cl.Cl[CH2:30][CH2:31][CH2:32][N:33]1[CH2:37][CH2:36][CH2:35][CH2:34]1.C([O-])([O-])=O.[K+].[K+], predict the reaction product. The product is: [C:1]([CH:5]1[N:14]2[C:9](=[CH:10][C:11](=[O:20])[C:12]([C:15]([O:17][CH2:18][CH3:19])=[O:16])=[CH:13]2)[C:8]2[CH:21]=[C:22]([O:26][CH3:27])[C:23]([O:25][CH2:30][CH2:31][CH2:32][N:33]3[CH2:37][CH2:36][CH2:35][CH2:34]3)=[CH:24][C:7]=2[CH2:6]1)([CH3:2])([CH3:3])[CH3:4]. (6) Given the reactants Br[C:2]1[C:7]([N:8]([CH2:23][O:24][CH3:25])[S:9]([C:12]2[CH:17]=[CH:16][C:15]([Cl:18])=[C:14]([C:19]([F:22])([F:21])[F:20])[CH:13]=2)(=[O:11])=[O:10])=[CH:6][C:5]([Cl:26])=[CH:4][N:3]=1.C([Mg]Cl)(C)C.[Cl:32][C:33]1[CH:44]=[CH:43][CH:42]=[CH:41][C:34]=1[C:35](N(OC)C)=[O:36], predict the reaction product. The product is: [Cl:18][C:15]1[CH:16]=[CH:17][C:12]([S:9]([N:8]([C:7]2[C:2]([C:35](=[O:36])[C:34]3[CH:41]=[CH:42][CH:43]=[CH:44][C:33]=3[Cl:32])=[N:3][CH:4]=[C:5]([Cl:26])[CH:6]=2)[CH2:23][O:24][CH3:25])(=[O:11])=[O:10])=[CH:13][C:14]=1[C:19]([F:22])([F:21])[F:20]. (7) Given the reactants [O:1]1[CH2:6][CH2:5][O:4][C:3]2[CH:7]=[C:8]([C:11]3[C:12]([CH3:19])=[C:13]([CH2:17][OH:18])[CH:14]=[CH:15][CH:16]=3)[CH:9]=[CH:10][C:2]1=2.[F:20][C:21]1[C:22](O)=[CH:23][C:24]([OH:29])=[C:25]([CH:28]=1)[CH:26]=[O:27].C1(P(C2C=CC=CC=2)C2C=CC=CC=2)C=CC=CC=1.N(C(OC(C)C)=O)=NC(OC(C)C)=O, predict the reaction product. The product is: [O:1]1[CH2:6][CH2:5][O:4][C:3]2[CH:7]=[C:8]([C:11]3[C:12]([CH3:19])=[C:13]([CH:14]=[CH:15][CH:16]=3)[CH2:17][O:18][C:22]3[C:21]([F:20])=[CH:28][C:25]([CH:26]=[O:27])=[C:24]([OH:29])[CH:23]=3)[CH:9]=[CH:10][C:2]1=2. (8) Given the reactants NC1CCN(C(OC(C)(C)C)=O)CC1.[Cl:15]C(OC1C=CC=CC=1)=O.N1(CCC2C=CC([N:38]3[CH2:43][CH2:42][CH:41]([NH:44][C:45]([N:47]4[CH2:52][CH2:51][C:50](=[CH:53][C:54]5[CH:59]=[C:58]([F:60])[CH:57]=[CH:56][C:55]=5[F:61])[CH2:49][CH2:48]4)=[O:46])[CH2:40][CH2:39]3)=CC=2)C=CN=N1.CCN(CC)CC, predict the reaction product. The product is: [ClH:15].[F:61][C:55]1[CH:56]=[CH:57][C:58]([F:60])=[CH:59][C:54]=1[CH:53]=[C:50]1[CH2:51][CH2:52][N:47]([C:45]([NH:44][CH:41]2[CH2:40][CH2:39][NH:38][CH2:43][CH2:42]2)=[O:46])[CH2:48][CH2:49]1. (9) Given the reactants C([O:3][C:4](=[O:36])[C:5](=[CH:9][C:10]1[CH:15]=[CH:14][C:13]([O:16][C:17]2[C:26]3[C:21](=[CH:22][C:23]([O:27][CH3:28])=[CH:24][CH:25]=3)[CH:20]=[C:19]([CH3:29])[C:18]=2[C:30]2[CH:35]=[CH:34][CH:33]=[CH:32][CH:31]=2)=[CH:12][CH:11]=1)[CH:6]([CH3:8])[CH3:7])C.[OH-].[Na+].CCO, predict the reaction product. The product is: [CH3:13][O:16][C:17]1[CH:26]=[C:21]([CH2:22][CH:23]([OH:27])[CH3:24])[CH:20]=[CH:19][CH:18]=1.[CH3:28][O:27][C:23]1[CH:22]=[C:21]2[C:26](=[CH:25][CH:24]=1)[C:17]([O:16][C:13]1[CH:12]=[CH:11][C:10]([CH:9]=[C:5]([CH:6]([CH3:8])[CH3:7])[C:4]([OH:36])=[O:3])=[CH:15][CH:14]=1)=[C:18]([C:30]1[CH:31]=[CH:32][CH:33]=[CH:34][CH:35]=1)[C:19]([CH3:29])=[CH:20]2. (10) The product is: [CH3:48][C:28]1[CH:27]=[C:26]([C:25]([NH:1][C:2]2[CH:7]=[CH:6][CH:5]=[C:4]([C:8]3[C:17]4[C:12](=[CH:13][C:14]([O:20][CH3:21])=[C:15]([O:18][CH3:19])[CH:16]=4)[N:11]=[C:10]([NH:41][CH3:38])[N:9]=3)[CH:3]=2)=[O:36])[CH:34]=[CH:33][C:29]=1[C:30]([OH:32])=[O:31]. Given the reactants [NH2:1][C:2]1[CH:3]=[C:4]([C:8]2[C:17]3[C:12](=[CH:13][C:14]([O:20][CH3:21])=[C:15]([O:18][CH3:19])[CH:16]=3)[N:11]=[C:10](CN)[N:9]=2)[CH:5]=[CH:6][CH:7]=1.[Cl-].[C:25]([O:36]C)(=O)[C:26]1[CH:34]=[CH:33][C:29]([C:30]([O-:32])=[O:31])=[CH:28][CH:27]=1.[CH:38]([N:41](CC)C(C)C)(C)C.[Cl-].[C:48](OC)(=O)C1C=CC(C([O-])=O)=CC=1, predict the reaction product.